This data is from NCI-60 drug combinations with 297,098 pairs across 59 cell lines. The task is: Regression. Given two drug SMILES strings and cell line genomic features, predict the synergy score measuring deviation from expected non-interaction effect. (1) Drug 1: C1=CC(=C2C(=C1NCCNCCO)C(=O)C3=C(C=CC(=C3C2=O)O)O)NCCNCCO. Drug 2: CCCCC(=O)OCC(=O)C1(CC(C2=C(C1)C(=C3C(=C2O)C(=O)C4=C(C3=O)C=CC=C4OC)O)OC5CC(C(C(O5)C)O)NC(=O)C(F)(F)F)O. Cell line: MCF7. Synergy scores: CSS=32.7, Synergy_ZIP=0.951, Synergy_Bliss=-0.0292, Synergy_Loewe=-5.71, Synergy_HSA=1.26. (2) Drug 1: CC1=C(C=C(C=C1)NC2=NC=CC(=N2)N(C)C3=CC4=NN(C(=C4C=C3)C)C)S(=O)(=O)N.Cl. Drug 2: CC1CCC2CC(C(=CC=CC=CC(CC(C(=O)C(C(C(=CC(C(=O)CC(OC(=O)C3CCCCN3C(=O)C(=O)C1(O2)O)C(C)CC4CCC(C(C4)OC)OCCO)C)C)O)OC)C)C)C)OC. Cell line: NCI-H322M. Synergy scores: CSS=8.82, Synergy_ZIP=-1.58, Synergy_Bliss=2.19, Synergy_Loewe=-8.68, Synergy_HSA=0.291. (3) Drug 1: CC12CCC3C(C1CCC2O)C(CC4=C3C=CC(=C4)O)CCCCCCCCCS(=O)CCCC(C(F)(F)F)(F)F. Drug 2: C1CN(P(=O)(OC1)NCCCl)CCCl. Cell line: KM12. Synergy scores: CSS=2.33, Synergy_ZIP=0.252, Synergy_Bliss=0.917, Synergy_Loewe=1.95, Synergy_HSA=-0.339. (4) Drug 1: C1=C(C(=O)NC(=O)N1)F. Drug 2: CC(C)NC(=O)C1=CC=C(C=C1)CNNC.Cl. Cell line: OVCAR-5. Synergy scores: CSS=34.8, Synergy_ZIP=1.17, Synergy_Bliss=1.36, Synergy_Loewe=-6.18, Synergy_HSA=1.30. (5) Cell line: SF-268. Synergy scores: CSS=13.3, Synergy_ZIP=-7.30, Synergy_Bliss=-4.07, Synergy_Loewe=-14.1, Synergy_HSA=-3.05. Drug 1: CS(=O)(=O)OCCCCOS(=O)(=O)C. Drug 2: C1CCC(C(C1)N)N.C(=O)(C(=O)[O-])[O-].[Pt+4]. (6) Drug 1: C1=CN(C(=O)N=C1N)C2C(C(C(O2)CO)O)O.Cl. Drug 2: C1=NC2=C(N=C(N=C2N1C3C(C(C(O3)CO)O)O)F)N. Cell line: SF-539. Synergy scores: CSS=22.5, Synergy_ZIP=-5.22, Synergy_Bliss=2.73, Synergy_Loewe=-24.0, Synergy_HSA=-0.936. (7) Synergy scores: CSS=7.78, Synergy_ZIP=-1.12, Synergy_Bliss=0.442, Synergy_Loewe=-8.87, Synergy_HSA=-2.23. Drug 2: CS(=O)(=O)OCCCCOS(=O)(=O)C. Drug 1: C1CN1P(=S)(N2CC2)N3CC3. Cell line: NCI/ADR-RES.